From a dataset of Forward reaction prediction with 1.9M reactions from USPTO patents (1976-2016). Predict the product of the given reaction. Given the reactants [C:1]([C:5]1[CH2:9][CH:8]=[CH:7][CH:6]=1)([CH3:4])([CH3:3])[CH3:2].[CH3:10][C:11]([CH3:13])=O.CO.N1CCCC1, predict the reaction product. The product is: [C:1]([C:5]1[CH:9]=[CH:8][C:7](=[C:11]([CH3:13])[CH3:10])[CH:6]=1)([CH3:4])([CH3:3])[CH3:2].